Dataset: Full USPTO retrosynthesis dataset with 1.9M reactions from patents (1976-2016). Task: Predict the reactants needed to synthesize the given product. The reactants are: [O:1]=[C:2]1[N:11]([CH2:12][CH:13]2[CH2:18][CH2:17][N:16]([C:19]([O:21][C:22]([CH3:25])([CH3:24])[CH3:23])=[O:20])[CH2:15][CH2:14]2)[CH2:10][C:9]2[C:4](=[CH:5][CH:6]=[CH:7][CH:8]=2)[NH:3]1.[C:26]([C:28]1[CH:35]=[CH:34][CH:33]=[CH:32][C:29]=1[CH2:30]Br)#[N:27]. Given the product [C:26]([C:28]1[CH:35]=[CH:34][CH:33]=[CH:32][C:29]=1[CH2:30][N:3]1[C:4]2[C:9](=[CH:8][CH:7]=[CH:6][CH:5]=2)[CH2:10][N:11]([CH2:12][CH:13]2[CH2:14][CH2:15][N:16]([C:19]([O:21][C:22]([CH3:25])([CH3:24])[CH3:23])=[O:20])[CH2:17][CH2:18]2)[C:2]1=[O:1])#[N:27], predict the reactants needed to synthesize it.